The task is: Predict the reaction yield, written as a fraction of the theoretical maximum amount of product (1.0 means a 100% yield; for example, 0.34 means a 34% yield).. This data is from Reaction yield outcomes from USPTO patents with 853,638 reactions. (1) The reactants are C([N:3](CC)CC)C.C1(P(N=[N+]=[N-])(C2C=CC=CC=2)=O)C=CC=CC=1.[O:25]=[C:26]1[N:31]([C:32]2[CH:37]=[CH:36][CH:35]=[CH:34][CH:33]=2)[C:30]2[S:38][C:39](C(O)=O)=[C:40]([C:41]3[CH:46]=[CH:45][CH:44]=[CH:43][CH:42]=3)[C:29]=2[CH:28]=[CH:27]1.[C:50]([O-:53])(O)=[O:51].[Na+].[C:55](O)([CH3:58])([CH3:57])[CH3:56]. No catalyst specified. The product is [O:25]=[C:26]1[N:31]([C:32]2[CH:33]=[CH:34][CH:35]=[CH:36][CH:37]=2)[C:30]2[S:38][C:39]([NH:3][C:50](=[O:51])[O:53][C:55]([CH3:58])([CH3:57])[CH3:56])=[C:40]([C:41]3[CH:46]=[CH:45][CH:44]=[CH:43][CH:42]=3)[C:29]=2[CH:28]=[CH:27]1. The yield is 0.940. (2) The reactants are [C:1]1(C)C=[CH:5][C:4](S(O)(=O)=O)=[CH:3][CH:2]=1.[O:12]1[CH:17]=[CH:16][CH2:15][CH2:14][CH2:13]1.[OH:18][C@@H:19]1[CH2:43][CH2:42][C@@:41]2([CH3:44])[C@H:21]([CH2:22][C@@H:23]([OH:46])[C@@H:24]3[C@@H:40]2[CH2:39][CH2:38][C@@:37]2([CH3:45])[C@H:25]3[CH2:26][CH2:27][C@@H:28]2[C@H:29]([CH3:36])[CH2:30][CH2:31][C:32]([O:34][CH3:35])=[O:33])[CH2:20]1.[OH2:47]. The catalyst is O1CCOCC1. The product is [O:12]1[CH2:13][CH2:14][CH2:15][CH2:16][CH:17]1[O:18][C@@H:19]1[CH2:43][CH2:42][C@@:41]2([CH3:44])[C@H:21]([CH2:22][C@@H:23]([O:46][CH:5]3[CH2:4][CH2:3][CH2:2][CH2:1][O:47]3)[C@@H:24]3[C@@H:40]2[CH2:39][CH2:38][C@@:37]2([CH3:45])[C@H:25]3[CH2:26][CH2:27][C@@H:28]2[C@H:29]([CH3:36])[CH2:30][CH2:31][C:32]([O:34][CH3:35])=[O:33])[CH2:20]1. The yield is 0.900. (3) The yield is 1.00. The reactants are S(Cl)(Cl)=O.[CH:5]12[CH2:15][CH:14]3[CH:12]4[CH:13]3[CH:6]1[CH:7]1[CH:10]([CH:11]24)[C:9](=[O:16])[NH:8]1.[F:17][C:18]1[CH:25]=[CH:24][C:21]([CH:22]=O)=[CH:20][CH:19]=1.[C:26]([O-])(=[O:28])[CH3:27].[Na+].C([BH3-])#N.[Na+]. The catalyst is C(O)C. The product is [F:17][C:18]1[CH:25]=[CH:24][C:21]([CH2:22][NH:8][C@H:7]2[CH:6]3[CH:5]4[CH2:15][CH:14]5[CH:13]3[CH:12]5[CH:11]4[C@H:10]2[C:9]([O:28][CH2:26][CH3:27])=[O:16])=[CH:20][CH:19]=1. (4) The reactants are [OH:1][C:2]1[CH:26]=[CH:25][C:5]([C:6]2[CH2:7][O:8][C:9]3[C:14]([C:15]=2[C:16]2[CH:21]=[CH:20][C:19]([O:22][CH3:23])=[CH:18][CH:17]=2)=[CH:13][CH:12]=[C:11](O)[CH:10]=3)=[CH:4][CH:3]=1.[Cl:27][C:28]1[CH:35]=[CH:34][C:31]([CH2:32][NH2:33])=[CH:30][CH:29]=1.[CH2:36]=[O:37].[CH2:38](O)C. No catalyst specified. The product is [Cl:27][C:28]1[CH:35]=[CH:34][C:31]([CH2:32][N:33]2[CH2:38][C:12]3[CH:13]=[C:14]4[C:9](=[CH:10][C:11]=3[O:37][CH2:36]2)[O:8][CH2:7][C:6]([C:5]2[CH:25]=[CH:26][C:2]([OH:1])=[CH:3][CH:4]=2)=[C:15]4[C:16]2[CH:21]=[CH:20][C:19]([O:22][CH3:23])=[CH:18][CH:17]=2)=[CH:30][CH:29]=1. The yield is 0.300. (5) The reactants are [Cl:1][C:2]1[CH:3]=[C:4]([C:10]2[CH:14]=[CH:13][N:12]([CH2:15][C@@H:16]([NH:18][C:19]([C:21]3[N:22]=[C:23]4[CH2:28][NH:27][CH2:26][CH2:25][N:24]4[CH:29]=3)=[O:20])[CH3:17])[N:11]=2)[CH:5]=[CH:6][C:7]=1[C:8]#[N:9].[CH2:30](N(CC)CC)C.C=O.O.C([BH3-])#N.[Na+]. The catalyst is CO.C(Cl)Cl. The product is [Cl:1][C:2]1[CH:3]=[C:4]([C:10]2[CH:14]=[CH:13][N:12]([CH2:15][C@@H:16]([NH:18][C:19]([C:21]3[N:22]=[C:23]4[CH2:28][N:27]([CH3:30])[CH2:26][CH2:25][N:24]4[CH:29]=3)=[O:20])[CH3:17])[N:11]=2)[CH:5]=[CH:6][C:7]=1[C:8]#[N:9]. The yield is 0.336. (6) The reactants are [C:1]([CH:5]1[CH2:9][CH2:8][N:7]([C:10]2[N:15]=[C:14]([NH:16][C:17]3[C:18]4[N:19]([CH:33]=[CH:34][N:35]=4)[N:20]=[C:21]([C:23]4[CH:24]=[C:25]([CH:30]=[CH:31][CH:32]=4)[C:26]([O:28]C)=[O:27])[CH:22]=3)[CH:13]=[CH:12][CH:11]=2)[CH2:6]1)([CH3:4])([CH3:3])[CH3:2].[OH-].[Na+]. The catalyst is O1CCOCC1.O. The product is [C:1]([CH:5]1[CH2:9][CH2:8][N:7]([C:10]2[N:15]=[C:14]([NH:16][C:17]3[C:18]4[N:19]([CH:33]=[CH:34][N:35]=4)[N:20]=[C:21]([C:23]4[CH:24]=[C:25]([CH:30]=[CH:31][CH:32]=4)[C:26]([OH:28])=[O:27])[CH:22]=3)[CH:13]=[CH:12][CH:11]=2)[CH2:6]1)([CH3:4])([CH3:2])[CH3:3]. The yield is 0.930. (7) The reactants are [F:1][CH2:2][C:3]([O:5]CC)=O.[Cl:8][C:9]1[CH:17]=[C:16]([Cl:18])[CH:15]=[CH:14][C:10]=1[CH2:11][Mg]Cl. The catalyst is C(OCC)C.[Cl-].[NH4+]. The product is [Cl:8][C:9]1[CH:17]=[C:16]([Cl:18])[CH:15]=[CH:14][C:10]=1[CH2:11][C:3](=[O:5])[CH2:2][F:1]. The yield is 0.490. (8) The reactants are [Cl-].O[NH3+:3].[C:4](=[O:7])([O-])[OH:5].[Na+].CS(C)=O.[CH3:13][C:14]1([CH3:50])[CH2:18][C:17]2[CH:19]=[C:20]([N:23]3[C:28](=[O:29])[C:27]([CH2:30][C:31]4[CH:36]=[CH:35][C:34]([C:37]5[C:38]([C:43]#[N:44])=[CH:39][CH:40]=[CH:41][CH:42]=5)=[C:33]([F:45])[CH:32]=4)=[C:26]([CH2:46][CH2:47][CH3:48])[N:25]=[C:24]3[CH3:49])[CH:21]=[CH:22][C:16]=2[O:15]1. The catalyst is C(OCC)(=O)C. The product is [CH3:13][C:14]1([CH3:50])[CH2:18][C:17]2[CH:19]=[C:20]([N:23]3[C:28](=[O:29])[C:27]([CH2:30][C:31]4[CH:36]=[CH:35][C:34]([C:37]5[CH:42]=[CH:41][CH:40]=[CH:39][C:38]=5[C:43]5[NH:3][C:4](=[O:7])[O:5][N:44]=5)=[C:33]([F:45])[CH:32]=4)=[C:26]([CH2:46][CH2:47][CH3:48])[N:25]=[C:24]3[CH3:49])[CH:21]=[CH:22][C:16]=2[O:15]1. The yield is 0.550. (9) The reactants are Br[C:2]1[CH:3]=[C:4]([C:8]2[N:12]([C:13]3[CH:18]=[CH:17][CH:16]=[CH:15][CH:14]=3)[C:11]3[CH:19]=[CH:20][CH:21]=[CH:22][C:10]=3[N:9]=2)[CH:5]=[CH:6][CH:7]=1.[CH:23]1[C:31]2[C:30]3[CH:32]=[CH:33][CH:34]=[CH:35][C:29]=3[S:28][C:27]=2[C:26](B(O)O)=[CH:25][CH:24]=1.C1(C)C=CC=CC=1P(C1C=CC=CC=1C)C1C=CC=CC=1C.C(=O)([O-])[O-].[K+].[K+]. The catalyst is C([O-])(=O)C.[Pd+2].C([O-])(=O)C.C(O)C.C1(C)C=CC=CC=1. The product is [CH:23]1[C:31]2[C:30]3[CH:32]=[CH:33][CH:34]=[CH:35][C:29]=3[S:28][C:27]=2[C:26]([C:6]2[CH:5]=[C:4]([C:8]3[N:12]([C:13]4[CH:14]=[CH:15][CH:16]=[CH:17][CH:18]=4)[C:11]4[CH:19]=[CH:20][CH:21]=[CH:22][C:10]=4[N:9]=3)[CH:3]=[CH:2][CH:7]=2)=[CH:25][CH:24]=1. The yield is 0.510.